This data is from Buchwald-Hartwig C-N cross coupling reaction yields with 55,370 reactions. The task is: Predict the reaction yield, written as a fraction of the theoretical maximum amount of product (1.0 means a 100% yield; for example, 0.34 means a 34% yield). (1) The reactants are CCc1ccc(Cl)cc1.Cc1ccc(N)cc1.O=S(=O)(O[Pd]1c2ccccc2-c2ccccc2N~1)C(F)(F)F.CC(C)c1cc(C(C)C)c(-c2ccccc2P(C(C)(C)C)C(C)(C)C)c(C(C)C)c1.CCN=P(N=P(N(C)C)(N(C)C)N(C)C)(N(C)C)N(C)C.COC(=O)c1cc(-c2ccco2)on1. No catalyst specified. The product is CCc1ccc(Nc2ccc(C)cc2)cc1. The yield is 0.00649. (2) The reactants are COc1ccc(I)cc1.Cc1ccc(N)cc1.O=S(=O)(O[Pd]1c2ccccc2-c2ccccc2N~1)C(F)(F)F.COc1ccc(OC)c(P(C(C)(C)C)C(C)(C)C)c1-c1c(C(C)C)cc(C(C)C)cc1C(C)C.CN(C)C(=NC(C)(C)C)N(C)C.CCOC(=O)c1cc(C)on1. The yield is 0.433. The product is COc1ccc(Nc2ccc(C)cc2)cc1. No catalyst specified. (3) The reactants are CCc1ccc(I)cc1.Cc1ccc(N)cc1.O=S(=O)(O[Pd]1c2ccccc2-c2ccccc2N~1)C(F)(F)F.CC(C)c1cc(C(C)C)c(-c2ccccc2P(C2CCCCC2)C2CCCCC2)c(C(C)C)c1.CN(C)C(=NC(C)(C)C)N(C)C.COC(=O)c1cc(-c2cccs2)on1. No catalyst specified. The product is CCc1ccc(Nc2ccc(C)cc2)cc1. The yield is 0.370. (4) The yield is 0.802. The reactants are Ic1ccccn1.Cc1ccc(N)cc1.O=S(=O)(O[Pd]1c2ccccc2-c2ccccc2N~1)C(F)(F)F.CC(C)c1cc(C(C)C)c(-c2ccccc2P(C(C)(C)C)C(C)(C)C)c(C(C)C)c1.CN1CCCN2CCCN=C12.Cc1cc(-n2cccc2)no1. No catalyst specified. The product is Cc1ccc(Nc2ccccn2)cc1. (5) The reactants are FC(F)(F)c1ccc(Cl)cc1.Cc1ccc(N)cc1.O=S(=O)(O[Pd]1c2ccccc2-c2ccccc2N~1)C(F)(F)F.CC(C)c1cc(C(C)C)c(-c2ccccc2P(C2CCCCC2)C2CCCCC2)c(C(C)C)c1.CCN=P(N=P(N(C)C)(N(C)C)N(C)C)(N(C)C)N(C)C.Cc1cc(-c2ccccc2)on1. No catalyst specified. The product is Cc1ccc(Nc2ccc(C(F)(F)F)cc2)cc1. The yield is 0.184. (6) The reactants are FC(F)(F)c1ccc(Cl)cc1.Cc1ccc(N)cc1.O=S(=O)(O[Pd]1c2ccccc2-c2ccccc2N~1)C(F)(F)F.COc1ccc(OC)c(P([C@]23C[C@H]4C[C@H](C[C@H](C4)C2)C3)[C@]23C[C@H]4C[C@H](C[C@H](C4)C2)C3)c1-c1c(C(C)C)cc(C(C)C)cc1C(C)C.CCN=P(N=P(N(C)C)(N(C)C)N(C)C)(N(C)C)N(C)C.CCOC(=O)c1cc(C)no1. No catalyst specified. The product is Cc1ccc(Nc2ccc(C(F)(F)F)cc2)cc1. The yield is 0.0204. (7) The reactants are FC(F)(F)c1ccc(I)cc1.Cc1ccc(N)cc1.O=S(=O)(O[Pd]1c2ccccc2-c2ccccc2N~1)C(F)(F)F.CC(C)c1cc(C(C)C)c(-c2ccccc2P(C2CCCCC2)C2CCCCC2)c(C(C)C)c1.CN1CCCN2CCCN=C12.c1ccc(-c2ccon2)cc1. No catalyst specified. The product is Cc1ccc(Nc2ccc(C(F)(F)F)cc2)cc1. The yield is 0.440. (8) The reactants are COc1ccc(Br)cc1.Cc1ccc(N)cc1.O=S(=O)(O[Pd]1c2ccccc2-c2ccccc2N~1)C(F)(F)F.CC(C)c1cc(C(C)C)c(-c2ccccc2P(C2CCCCC2)C2CCCCC2)c(C(C)C)c1.CN(C)C(=NC(C)(C)C)N(C)C.COC(=O)c1cc(-c2ccco2)on1. No catalyst specified. The product is COc1ccc(Nc2ccc(C)cc2)cc1. The yield is 0.0741.